Dataset: Retrosynthesis with 50K atom-mapped reactions and 10 reaction types from USPTO. Task: Predict the reactants needed to synthesize the given product. (1) Given the product CN1CCN(c2cc(N[C@@H]3CCCN(C(=O)OC(C)(C)C)C3)nc(-c3cnc4ccc(F)cn34)n2)CC1, predict the reactants needed to synthesize it. The reactants are: CC(C)(C)OC(=O)N1CCC[C@@H](Nc2cc(Cl)nc(-c3cnc4ccc(F)cn34)n2)C1.CN1CCNCC1. (2) Given the product Cc1nc(N2CCN(Cc3ccc(F)cc3)C2=O)sc1C(=O)N(C)C, predict the reactants needed to synthesize it. The reactants are: CNC.Cc1nc(N2CCN(Cc3ccc(F)cc3)C2=O)sc1C(=O)O. (3) Given the product Cc1ccc(C(=O)NN)cc1N, predict the reactants needed to synthesize it. The reactants are: CCOC(=O)c1ccc(C)c(N)c1.NN. (4) Given the product Nc1ccccc1-c1ccco1, predict the reactants needed to synthesize it. The reactants are: CCCC[Sn](CCCC)(CCCC)c1ccco1.Nc1ccccc1I. (5) Given the product N#Cc1ccc2c(cc(C3CC3)n2Cc2ccc(-c3cccc(C(F)(F)F)c3)o2)c1C(F)(F)F, predict the reactants needed to synthesize it. The reactants are: N#Cc1ccc2c(cc(C3CC3)n2Cc2ccc(Br)o2)c1C(F)(F)F.OB(O)c1cccc(C(F)(F)F)c1. (6) Given the product C=Cc1cccc(C)c1C(=O)O, predict the reactants needed to synthesize it. The reactants are: CC(=O)[O-].Cc1cccc(I)c1C(=O)O.